This data is from Full USPTO retrosynthesis dataset with 1.9M reactions from patents (1976-2016). The task is: Predict the reactants needed to synthesize the given product. Given the product [CH:2]1([CH2:1][N:5]2[C:9]3[CH:10]=[C:11]([C:14]([O:16][CH3:17])=[O:15])[CH:12]=[CH:13][C:8]=3[N:7]=[CH:6]2)[CH2:4][CH2:23][CH2:18][CH2:19][CH2:3]1, predict the reactants needed to synthesize it. The reactants are: [CH2:1]([N:5]1[C:9]2[CH:10]=[C:11]([C:14]([O:16][CH3:17])=[O:15])[CH:12]=[CH:13][C:8]=2[N:7]=[CH:6]1)[CH:2]([CH3:4])[CH3:3].[CH:18]1(CNC2C=C(C=CC=2[N+]([O-])=O)C(OC)=O)[CH2:23]CCC[CH2:19]1.